The task is: Predict which catalyst facilitates the given reaction.. This data is from Catalyst prediction with 721,799 reactions and 888 catalyst types from USPTO. (1) Reactant: [CH2:1]([NH:5][C@H:6]([C:9]1[CH:14]=[CH:13][CH:12]=[CH:11][CH:10]=1)[CH:7]=[CH2:8])[CH:2]([CH3:4])[CH3:3].C(NC(C)C)(C)C.[C:22](Cl)(=[O:29])[C:23]1[CH:28]=[CH:27][CH:26]=[CH:25][CH:24]=1. Product: [CH2:1]([N:5]([C@H:6]([C:9]1[CH:10]=[CH:11][CH:12]=[CH:13][CH:14]=1)[CH:7]=[CH2:8])[C:22](=[O:29])[C:23]1[CH:28]=[CH:27][CH:26]=[CH:25][CH:24]=1)[CH:2]([CH3:3])[CH3:4]. The catalyst class is: 2. (2) Reactant: [C:1]([N:5]1[CH:9]=[CH:8][CH:7]=[N:6]1)([CH3:4])([CH3:3])[CH3:2].[Br:10]N1C(=O)CCC1=O. Product: [Br:10][C:8]1[CH:7]=[N:6][N:5]([C:1]([CH3:4])([CH3:3])[CH3:2])[CH:9]=1. The catalyst class is: 2. (3) Reactant: [C:1]1([C:7](=[CH2:21])[C:8]([C:10]2[CH:20]=[CH:19][C:13]3[O:14][CH2:15][C:16](=[O:18])[NH:17][C:12]=3[CH:11]=2)=O)[CH:6]=[CH:5][CH:4]=[CH:3][CH:2]=1.[C:22]1([NH:28][NH2:29])[CH:27]=[CH:26][CH:25]=[CH:24][CH:23]=1. Product: [C:22]1([N:28]2[CH2:21][CH:7]([C:1]3[CH:6]=[CH:5][CH:4]=[CH:3][CH:2]=3)[C:8]([C:10]3[CH:20]=[CH:19][C:13]4[O:14][CH2:15][C:16](=[O:18])[NH:17][C:12]=4[CH:11]=3)=[N:29]2)[CH:27]=[CH:26][CH:25]=[CH:24][CH:23]=1. The catalyst class is: 5. (4) Reactant: [F:1][C:2]1[CH:9]=[CH:8][C:5]([CH2:6]Br)=[CH:4][CH:3]=1.C(=O)([O-])[O-].[K+].[K+].[CH2:16]([NH:18][C:19](=[O:21])[O-:20])[CH3:17].[OH:22][C:23]1[C:24]([Cl:36])=[CH:25][C:26]2[CH:27]([CH3:35])[CH:28]3[CH2:32][NH:31][CH2:30][CH:29]3[C:33]=2[CH:34]=1. Product: [CH2:16]([NH:18][C:19](=[O:20])[O-:21])[CH3:17].[F:1][C:2]1[CH:9]=[CH:8][C:5]([CH2:6][O:22][C:23]2[C:24]([Cl:36])=[CH:25][C:26]3[CH:27]([CH3:35])[CH:28]4[CH2:32][NH:31][CH2:30][CH:29]4[C:33]=3[CH:34]=2)=[CH:4][CH:3]=1. The catalyst class is: 10. (5) Reactant: [CH2:1]([O:3][C:4]([C:6]1[CH:7]=[N:8][NH:9][CH:10]=1)=[O:5])[CH3:2].[CH:11](Cl)([C:18]1[CH:23]=[CH:22][CH:21]=[CH:20][CH:19]=1)[C:12]1[CH:17]=[CH:16][CH:15]=[CH:14][CH:13]=1.C(=O)([O-])[O-].[K+].[K+]. Product: [CH2:1]([O:3][C:4]([C:6]1[CH:7]=[N:8][N:9]([CH:11]([C:12]2[CH:17]=[CH:16][CH:15]=[CH:14][CH:13]=2)[C:18]2[CH:23]=[CH:22][CH:21]=[CH:20][CH:19]=2)[CH:10]=1)=[O:5])[CH3:2]. The catalyst class is: 264.